This data is from Catalyst prediction with 721,799 reactions and 888 catalyst types from USPTO. The task is: Predict which catalyst facilitates the given reaction. (1) Reactant: FC(F)(F)C(O)=O.[CH:8]1([CH2:14][CH2:15][CH2:16][C@@H:17]([C:22]2[O:26][N:25]=[C:24]([C:27]([N:29]3[CH2:32][CH:31]([N:33]4[CH2:38][CH2:37][O:36][CH2:35][CH2:34]4)[CH2:30]3)=[O:28])[N:23]=2)[CH2:18][C:19]([OH:21])=O)[CH2:13][CH2:12][CH2:11][CH2:10][CH2:9]1.CN1CCOCC1.ClC(OCC(C)C)=O.Cl.[NH2:55][OH:56]. Product: [CH:8]1([CH2:14][CH2:15][CH2:16][C@@H:17]([C:22]2[O:26][N:25]=[C:24]([C:27]([N:29]3[CH2:32][CH:31]([N:33]4[CH2:34][CH2:35][O:36][CH2:37][CH2:38]4)[CH2:30]3)=[O:28])[N:23]=2)[CH2:18][C:19]([NH:55][OH:56])=[O:21])[CH2:9][CH2:10][CH2:11][CH2:12][CH2:13]1. The catalyst class is: 9. (2) Reactant: [C:1]([O:5][C:6]([N:8]1[CH2:11][CH:10]([O:12][C:13]2[CH:18]=[C:17]([Cl:19])[CH:16]=[C:15]([F:20])[C:14]=2C=O)[CH2:9]1)=[O:7])([CH3:4])([CH3:3])[CH3:2].C1C=C(Cl)C=C(C(OO)=[O:31])C=1.S(=O)(O)[O-].[Na+]. Product: [C:1]([O:5][C:6]([N:8]1[CH2:11][CH:10]([O:12][C:13]2[CH:18]=[C:17]([Cl:19])[CH:16]=[C:15]([F:20])[C:14]=2[OH:31])[CH2:9]1)=[O:7])([CH3:4])([CH3:3])[CH3:2]. The catalyst class is: 2. (3) Reactant: [CH:1]1([CH2:4][O:5][C:6]2[CH:11]=[CH:10][C:9]([C:12]3[O:13][C:14]4[CH:20]=[C:19]([OH:21])[CH:18]=[C:17]([F:22])[C:15]=4[N:16]=3)=[CH:8][C:7]=2[F:23])[CH2:3][CH2:2]1.O[CH2:25][C@@H:26]([NH:28][C:29](=[O:35])[O:30][C:31]([CH3:34])([CH3:33])[CH3:32])[CH3:27].C1(P(C2C=CC=CC=2)C2C=CC=CC=2)C=CC=CC=1.C1(C)C=CC=CC=1.N(C(OC(C)C)=O)=NC(OC(C)C)=O. Product: [CH:1]1([CH2:4][O:5][C:6]2[CH:11]=[CH:10][C:9]([C:12]3[O:13][C:14]4[CH:20]=[C:19]([O:21][CH2:27][C@@H:26]([NH:28][C:29](=[O:35])[O:30][C:31]([CH3:32])([CH3:34])[CH3:33])[CH3:25])[CH:18]=[C:17]([F:22])[C:15]=4[N:16]=3)=[CH:8][C:7]=2[F:23])[CH2:2][CH2:3]1. The catalyst class is: 1. (4) Reactant: [CH2:1]([O:8][C:9]1[CH:14]=[CH:13][C:12]([C@@H:15]([O:18][Si:19]([C:22]([CH3:25])([CH3:24])[CH3:23])([CH3:21])[CH3:20])[CH2:16]Br)=[CH:11][C:10]=1[NH:26][CH:27]=[O:28])[C:2]1[CH:7]=[CH:6][CH:5]=[CH:4][CH:3]=1.Cl.Cl.[NH2:31][CH2:32][CH2:33][C:34]1[CH:72]=[CH:71][C:37]([O:38][CH2:39][CH2:40][C:41]2[CH:42]=[CH:43][C:44]([O:63][CH2:64][C:65]3[CH:70]=[CH:69][CH:68]=[CH:67][CH:66]=3)=[C:45]([C@@H:47]([C:57]3[CH:62]=[CH:61][CH:60]=[CH:59][CH:58]=3)[CH2:48][CH2:49][N:50]([CH:54]([CH3:56])[CH3:55])[CH:51]([CH3:53])[CH3:52])[CH:46]=2)=[CH:36][CH:35]=1.[I-].[K+].C(=O)([O-])O.[Na+].C(#N)CC. Product: [NH3:26].[CH2:1]([O:8][C:9]1[CH:14]=[CH:13][C:12]([C@@H:15]([O:18][Si:19]([C:22]([CH3:25])([CH3:24])[CH3:23])([CH3:21])[CH3:20])[CH2:16][NH:31][CH2:32][CH2:33][C:34]2[CH:35]=[CH:36][C:37]([O:38][CH2:39][CH2:40][C:41]3[CH:42]=[CH:43][C:44]([O:63][CH2:64][C:65]4[CH:66]=[CH:67][CH:68]=[CH:69][CH:70]=4)=[C:45]([C@@H:47]([C:57]4[CH:58]=[CH:59][CH:60]=[CH:61][CH:62]=4)[CH2:48][CH2:49][N:50]([CH:51]([CH3:53])[CH3:52])[CH:54]([CH3:56])[CH3:55])[CH:46]=3)=[CH:71][CH:72]=2)=[CH:11][C:10]=1[NH:26][CH:27]=[O:28])[C:2]1[CH:7]=[CH:6][CH:5]=[CH:4][CH:3]=1. The catalyst class is: 84. (5) Reactant: [CH3:1][C:2]1([CH3:11])[CH2:7][CH:6]([OH:8])[CH2:5][C:4]([CH3:10])([CH3:9])[NH:3]1.C(N(CC)CC)C.[CH2:19]([C:23]([CH2:28][CH3:29])([CH2:26][OH:27])[CH2:24][OH:25])[CH2:20][CH2:21][CH3:22].[P:30](Cl)([O-:32])[O-:31].P(Cl)([O-])[O-:35]. Product: [CH3:1][C:2]1([CH3:11])[CH2:7][CH:6]([OH:8])[CH2:5][C:4]([CH3:10])([CH3:9])[NH:3]1.[CH2:19]([C:23]([CH2:28][CH3:29])([CH2:24][OH:25])[CH2:26][OH:27])[CH2:20][CH2:21][CH3:22].[P:30]([O-:32])([O-:35])[O-:31]. The catalyst class is: 11. (6) Reactant: [N-:1]=[N+:2]=[N-:3].[Na+].[CH2:5]([CH:12]1[CH2:17][CH2:16][N:15]([CH2:18][CH2:19][CH2:20]OS(C2C=CC(C)=CC=2)(=O)=O)[CH2:14][CH2:13]1)[C:6]1[CH:11]=[CH:10][CH:9]=[CH:8][CH:7]=1. Product: [CH2:5]([CH:12]1[CH2:17][CH2:16][N:15]([CH2:18][CH2:19][CH2:20][N:1]=[N+:2]=[N-:3])[CH2:14][CH2:13]1)[C:6]1[CH:11]=[CH:10][CH:9]=[CH:8][CH:7]=1. The catalyst class is: 18. (7) Reactant: [N:1]([C@H:4]1[C@H:9]([OH:10])[CH2:8][CH2:7][N:6]([C:11](=[O:23])[CH2:12][N:13]2[C:21]3[C:20](Cl)=[N:19][CH:18]=[N:17][C:16]=3[CH:15]=[CH:14]2)[CH2:5]1)=[N+]=[N-].[S:24]1[C:28]2[CH:29]=[CH:30][CH:31]=[C:32]([O:33][C:34]3[CH:40]=[CH:39][C:37]([NH2:38])=[CH:36][C:35]=3[Cl:41])[C:27]=2[CH:26]=[CH:25]1.Cl.N1C=CC=CC=1.C(=O)([O-])O.[Na+]. Product: [NH2:1][C@H:4]1[C@H:9]([OH:10])[CH2:8][CH2:7][N:6]([C:11](=[O:23])[CH2:12][N:13]2[C:21]3[C:20]([NH:38][C:37]4[CH:39]=[CH:40][C:34]([O:33][C:32]5[C:27]6[CH:26]=[CH:25][S:24][C:28]=6[CH:29]=[CH:30][CH:31]=5)=[C:35]([Cl:41])[CH:36]=4)=[N:19][CH:18]=[N:17][C:16]=3[CH:15]=[CH:14]2)[CH2:5]1. The catalyst class is: 60.